Dataset: Catalyst prediction with 721,799 reactions and 888 catalyst types from USPTO. Task: Predict which catalyst facilitates the given reaction. (1) Reactant: Br[CH2:2][C:3]([N:5]1[CH2:11][CH2:10][C:9]2[CH:12]=[CH:13][C:14]([C:17]3[N:21]=[C:20]([C:22]4[CH:23]=[CH:24][C:25]([O:30][CH:31]([CH3:33])[CH3:32])=[C:26]([CH:29]=4)[C:27]#[N:28])[O:19][N:18]=3)=[C:15]([CH3:16])[C:8]=2[CH2:7][CH2:6]1)=[O:4].[CH2:34]([CH2:36][NH2:37])[OH:35].C(=O)([O-])[O-].[K+].[K+]. Product: [OH:35][CH2:34][CH2:36][NH:37][CH2:2][C:3]([N:5]1[CH2:11][CH2:10][C:9]2[CH:12]=[CH:13][C:14]([C:17]3[N:21]=[C:20]([C:22]4[CH:23]=[CH:24][C:25]([O:30][CH:31]([CH3:33])[CH3:32])=[C:26]([CH:29]=4)[C:27]#[N:28])[O:19][N:18]=3)=[C:15]([CH3:16])[C:8]=2[CH2:7][CH2:6]1)=[O:4]. The catalyst class is: 10. (2) Product: [CH3:22][S:23]([O:14][CH:11]1[CH2:12][CH2:13][N:8]([C:1]([O:3][C:4]([CH3:7])([CH3:6])[CH3:5])=[O:2])[CH2:9][CH2:10]1)(=[O:25])=[O:24]. Reactant: [C:1]([N:8]1[CH2:13][CH2:12][CH:11]([OH:14])[CH2:10][CH2:9]1)([O:3][C:4]([CH3:7])([CH3:6])[CH3:5])=[O:2].C(N(CC)CC)C.[CH3:22][S:23](Cl)(=[O:25])=[O:24].C(OCC)(=O)C. The catalyst class is: 7. (3) Reactant: CC1(C)[O:6][CH:5]([CH2:7][NH2:8])[CH2:4][O:3]1. Product: [OH:6][CH:5]([CH2:4][OH:3])[CH2:7][NH:8][CH2:4][CH:5]([OH:6])[CH2:7][NH:8][CH2:7][CH:5]([OH:6])[CH2:4][OH:3]. The catalyst class is: 256. (4) Reactant: [Cl:1]N1C(=O)CCC1=O.[CH3:9][O:10][C:11](=[O:35])[C@H:12]([NH:24][C:25]([O:27][CH2:28][C:29]1[CH:34]=[CH:33][CH:32]=[CH:31][CH:30]=1)=[O:26])[CH2:13][C:14]1[CH:23]=[CH:22][C:17]2[NH:18][C:19](=[O:21])[O:20][C:16]=2[CH:15]=1. Product: [CH3:9][O:10][C:11](=[O:35])[C@H:12]([NH:24][C:25]([O:27][CH2:28][C:29]1[CH:30]=[CH:31][CH:32]=[CH:33][CH:34]=1)=[O:26])[CH2:13][C:14]1[C:23]([Cl:1])=[CH:22][C:17]2[NH:18][C:19](=[O:21])[O:20][C:16]=2[CH:15]=1. The catalyst class is: 15. (5) Reactant: [NH:1]1[CH2:6][CH2:5][NH:4][CH2:3][C:2]1=[O:7].C(N(CC)CC)C.[C:15](O[C:15]([O:17][C:18]([CH3:21])([CH3:20])[CH3:19])=[O:16])([O:17][C:18]([CH3:21])([CH3:20])[CH3:19])=[O:16]. The catalyst class is: 83. Product: [C:18]([O:17][C:15]([N:4]1[CH2:5][CH2:6][NH:1][C:2](=[O:7])[CH2:3]1)=[O:16])([CH3:21])([CH3:20])[CH3:19].